Dataset: Catalyst prediction with 721,799 reactions and 888 catalyst types from USPTO. Task: Predict which catalyst facilitates the given reaction. (1) Reactant: C(OC(=O)[N:7]([C:12]1[CH:17]=[C:16]([C:18]2[CH:23]=[CH:22][CH:21]=[C:20]([C:24](=[O:35])[NH:25][C:26]3[C:27]([C:32](=[O:34])[NH2:33])=[N:28][N:29]([CH3:31])[CH:30]=3)[N:19]=2)[CH:15]=[CH:14][N:13]=1)[CH2:8][CH:9]1[CH2:11][CH2:10]1)(C)(C)C. Product: [C:32]([C:27]1[C:26]([NH:25][C:24]([C:20]2[N:19]=[C:18]([C:16]3[CH:15]=[CH:14][N:13]=[C:12]([NH:7][CH2:8][CH:9]4[CH2:10][CH2:11]4)[CH:17]=3)[CH:23]=[CH:22][CH:21]=2)=[O:35])=[CH:30][N:29]([CH3:31])[N:28]=1)(=[O:34])[NH2:33]. The catalyst class is: 55. (2) Reactant: C([O-])(C(F)(F)F)=O.[CH2:8]([O:10][P:11]([C:16](=[C:25]1[CH:30]=[CH:29][C:28]([NH:31]C(=O)C(F)(F)F)=[CH:27][CH2:26]1)[P:17]([O:22][CH2:23][CH3:24])([O:19][CH2:20][CH3:21])=[O:18])([O:13][CH2:14][CH3:15])=[O:12])[CH3:9]. Product: [CH2:20]([O:19][P:17]([C:16]([P:11]([O:13][CH2:14][CH3:15])([O:10][CH2:8][CH3:9])=[O:12])=[C:25]1[CH:26]=[CH:27][C:28]([NH2:31])=[CH:29][CH2:30]1)([O:22][CH2:23][CH3:24])=[O:18])[CH3:21]. The catalyst class is: 74. (3) Reactant: [C:1]([C:3]1[CH:8]=[CH:7][N:6]=[C:5]2[NH:9][CH:10]=[C:11]([CH:12]([OH:35])[C:13]3[C:14]([F:34])=[C:15]([NH:20][S:21]([C:24]4[CH:29]=[CH:28][C:27]([C:30]([F:33])([F:32])[F:31])=[CH:26][CH:25]=4)(=[O:23])=[O:22])[CH:16]=[CH:17][C:18]=3[F:19])[C:4]=12)#[CH:2].CC(OI1(OC(C)=O)(OC(C)=O)OC(=O)C2C=CC=CC1=2)=O.O. Product: [C:1]([C:3]1[CH:8]=[CH:7][N:6]=[C:5]2[NH:9][CH:10]=[C:11]([C:12]([C:13]3[C:14]([F:34])=[C:15]([NH:20][S:21]([C:24]4[CH:29]=[CH:28][C:27]([C:30]([F:33])([F:32])[F:31])=[CH:26][CH:25]=4)(=[O:22])=[O:23])[CH:16]=[CH:17][C:18]=3[F:19])=[O:35])[C:4]=12)#[CH:2]. The catalyst class is: 7. (4) Reactant: [N:1]1([C:7]2[CH:15]=[CH:14][C:10]([C:11]([OH:13])=[O:12])=[CH:9][CH:8]=2)[CH2:6][CH2:5][NH:4][CH2:3][CH2:2]1.C(N(CC)CC)C.[CH:23]1([C:26](Cl)=[O:27])[CH2:25][CH2:24]1. Product: [CH:23]1([C:26]([N:4]2[CH2:3][CH2:2][N:1]([C:7]3[CH:8]=[CH:9][C:10]([C:11]([OH:13])=[O:12])=[CH:14][CH:15]=3)[CH2:6][CH2:5]2)=[O:27])[CH2:25][CH2:24]1. The catalyst class is: 4. (5) Reactant: [CH3:1][C:2]1[CH:7]=[CH:6][C:5]([N+:8]([O-:10])=[O:9])=[CH:4][C:3]=1[N:11]1[C:15](=[O:16])[CH2:14][CH:13]([C:17]([OH:19])=O)[CH2:12]1.[NH2:20][C:21]1([CH:27](C)[C:28]([O:30][CH2:31][CH3:32])=[O:29])C=CC=NC1.[CH:34]1[CH:39]=[N:38][C:37]2N(O)N=N[C:36]=2[CH:35]=1.CCN(C(C)C)C(C)C.CCN=C=NCCCN(C)C. Product: [CH3:1][C:2]1[CH:7]=[CH:6][C:5]([N+:8]([O-:10])=[O:9])=[CH:4][C:3]=1[N:11]1[C:15](=[O:16])[CH2:14][CH:13]([C:17]([NH:20][CH:21]([C:36]2[CH:37]=[N:38][CH:39]=[CH:34][CH:35]=2)[CH2:27][C:28]([O:30][CH2:31][CH3:32])=[O:29])=[O:19])[CH2:12]1. The catalyst class is: 31.